Dataset: NCI-60 drug combinations with 297,098 pairs across 59 cell lines. Task: Regression. Given two drug SMILES strings and cell line genomic features, predict the synergy score measuring deviation from expected non-interaction effect. (1) Drug 1: CC1=C2C(C(=O)C3(C(CC4C(C3C(C(C2(C)C)(CC1OC(=O)C(C(C5=CC=CC=C5)NC(=O)OC(C)(C)C)O)O)OC(=O)C6=CC=CC=C6)(CO4)OC(=O)C)OC)C)OC. Drug 2: CN(C)C1=NC(=NC(=N1)N(C)C)N(C)C. Cell line: IGROV1. Synergy scores: CSS=38.2, Synergy_ZIP=3.33, Synergy_Bliss=6.90, Synergy_Loewe=-6.61, Synergy_HSA=7.78. (2) Drug 1: CC(C)NC(=O)C1=CC=C(C=C1)CNNC.Cl. Drug 2: COCCOC1=C(C=C2C(=C1)C(=NC=N2)NC3=CC=CC(=C3)C#C)OCCOC.Cl. Cell line: OVCAR-5. Synergy scores: CSS=-0.621, Synergy_ZIP=0.777, Synergy_Bliss=3.05, Synergy_Loewe=-3.73, Synergy_HSA=-0.224. (3) Drug 1: C1=NC2=C(N1)C(=S)N=C(N2)N. Drug 2: CC(C)(C#N)C1=CC(=CC(=C1)CN2C=NC=N2)C(C)(C)C#N. Cell line: HL-60(TB). Synergy scores: CSS=49.3, Synergy_ZIP=-0.424, Synergy_Bliss=-1.70, Synergy_Loewe=-4.18, Synergy_HSA=-2.13. (4) Drug 1: C1=CC=C(C(=C1)C(C2=CC=C(C=C2)Cl)C(Cl)Cl)Cl. Drug 2: C1=NNC2=C1C(=O)NC=N2. Cell line: IGROV1. Synergy scores: CSS=-0.557, Synergy_ZIP=-0.0896, Synergy_Bliss=-0.0911, Synergy_Loewe=-0.574, Synergy_HSA=-0.587. (5) Drug 1: COC1=CC(=CC(=C1O)OC)C2C3C(COC3=O)C(C4=CC5=C(C=C24)OCO5)OC6C(C(C7C(O6)COC(O7)C8=CC=CS8)O)O. Drug 2: CC1C(C(=O)NC(C(=O)N2CCCC2C(=O)N(CC(=O)N(C(C(=O)O1)C(C)C)C)C)C(C)C)NC(=O)C3=C4C(=C(C=C3)C)OC5=C(C(=O)C(=C(C5=N4)C(=O)NC6C(OC(=O)C(N(C(=O)CN(C(=O)C7CCCN7C(=O)C(NC6=O)C(C)C)C)C)C(C)C)C)N)C. Cell line: SF-539. Synergy scores: CSS=56.7, Synergy_ZIP=5.86, Synergy_Bliss=9.12, Synergy_Loewe=10.2, Synergy_HSA=10.1. (6) Drug 1: CC12CCC(CC1=CCC3C2CCC4(C3CC=C4C5=CN=CC=C5)C)O. Drug 2: CCN(CC)CCNC(=O)C1=C(NC(=C1C)C=C2C3=C(C=CC(=C3)F)NC2=O)C. Cell line: OVCAR-5. Synergy scores: CSS=-4.16, Synergy_ZIP=-0.694, Synergy_Bliss=-1.79, Synergy_Loewe=-8.15, Synergy_HSA=-5.48. (7) Drug 1: C1=CC(=CC=C1C#N)C(C2=CC=C(C=C2)C#N)N3C=NC=N3. Drug 2: CC12CCC3C(C1CCC2O)C(CC4=C3C=CC(=C4)O)CCCCCCCCCS(=O)CCCC(C(F)(F)F)(F)F. Cell line: EKVX. Synergy scores: CSS=-4.31, Synergy_ZIP=-0.383, Synergy_Bliss=-4.26, Synergy_Loewe=-6.84, Synergy_HSA=-5.66. (8) Drug 1: CN1CCC(CC1)COC2=C(C=C3C(=C2)N=CN=C3NC4=C(C=C(C=C4)Br)F)OC. Drug 2: CC12CCC3C(C1CCC2O)C(CC4=C3C=CC(=C4)O)CCCCCCCCCS(=O)CCCC(C(F)(F)F)(F)F. Cell line: EKVX. Synergy scores: CSS=18.7, Synergy_ZIP=-5.72, Synergy_Bliss=-2.56, Synergy_Loewe=-3.36, Synergy_HSA=-0.954. (9) Drug 1: C1C(C(OC1N2C=C(C(=O)NC2=O)F)CO)O. Drug 2: CCC1(CC2CC(C3=C(CCN(C2)C1)C4=CC=CC=C4N3)(C5=C(C=C6C(=C5)C78CCN9C7C(C=CC9)(C(C(C8N6C)(C(=O)OC)O)OC(=O)C)CC)OC)C(=O)OC)O.OS(=O)(=O)O. Cell line: NCI-H322M. Synergy scores: CSS=-11.3, Synergy_ZIP=1.45, Synergy_Bliss=-6.08, Synergy_Loewe=-10.0, Synergy_HSA=-9.91. (10) Drug 1: C1=CC(=CC=C1CCC2=CNC3=C2C(=O)NC(=N3)N)C(=O)NC(CCC(=O)O)C(=O)O. Drug 2: CN(CCCl)CCCl.Cl. Cell line: CCRF-CEM. Synergy scores: CSS=53.5, Synergy_ZIP=0.296, Synergy_Bliss=-1.50, Synergy_Loewe=-2.42, Synergy_HSA=0.767.